This data is from Catalyst prediction with 721,799 reactions and 888 catalyst types from USPTO. The task is: Predict which catalyst facilitates the given reaction. (1) Reactant: [CH3:1][C:2]1[CH:6]=[C:5]([NH2:7])[NH:4][N:3]=1.[F:8][C:9]1[CH:10]=[C:11]([C:16](=O)[CH2:17][C:18](OCC)=[O:19])[CH:12]=[C:13]([F:15])[CH:14]=1. Product: [F:8][C:9]1[CH:10]=[C:11]([C:16]2[N:4]3[N:3]=[C:2]([CH3:1])[CH:6]=[C:5]3[NH:7][C:18](=[O:19])[CH:17]=2)[CH:12]=[C:13]([F:15])[CH:14]=1. The catalyst class is: 17. (2) Reactant: Cl[C:2]1[C:7]([F:8])=[C:6]([Cl:9])[N:5]=[CH:4][N:3]=1.C(=O)([O-])[O-].[K+].[K+].Cl.[CH3:17][CH:18]1[CH2:24][CH2:23][CH:22]([CH3:25])[CH2:21][CH2:20][NH:19]1.[Cl-].[NH4+]. Product: [Cl:9][C:6]1[N:5]=[CH:4][N:3]=[C:2]([N:19]2[CH2:20][CH2:21][CH:22]([CH3:25])[CH2:23][CH2:24][CH:18]2[CH3:17])[C:7]=1[F:8]. The catalyst class is: 10. (3) Product: [CH3:55][C:35]([O:44][C:45]1[CH:46]=[CH:47][C:48]([C:51]([CH3:54])([CH3:53])[CH3:52])=[CH:49][CH:50]=1)([CH2:36][C:37]1[CH:42]=[CH:41][C:40]([O:20][CH2:19][CH2:18][C:3]2[N:4]=[C:5]([C:7]3[CH:8]=[CH:9][C:10]([C:13]4[S:14][CH:15]=[CH:16][CH:17]=4)=[CH:11][CH:12]=3)[O:6][C:2]=2[CH3:1])=[CH:39][CH:38]=1)[C:34]([OH:56])=[O:33]. Reactant: [CH3:1][C:2]1[O:6][C:5]([C:7]2[CH:12]=[CH:11][C:10]([C:13]3[S:14][CH:15]=[CH:16][CH:17]=3)=[CH:9][CH:8]=2)=[N:4][C:3]=1[CH2:18][CH2:19][O:20]S(C1C=CC(C)=CC=1)(=O)=O.C([O:33][C:34](=[O:56])[C:35]([CH3:55])([O:44][C:45]1[CH:50]=[CH:49][C:48]([C:51]([CH3:54])([CH3:53])[CH3:52])=[CH:47][CH:46]=1)[CH2:36][C:37]1[CH:42]=[CH:41][C:40](O)=[CH:39][CH:38]=1)C. The catalyst class is: 8. (4) Reactant: [BH3-]C#N.[Na+].[NH2:5][C:6]1[CH:11]=[CH:10][C:9]([C:12]2[CH:17]=[CH:16][CH:15]=[CH:14][CH:13]=2)=[CH:8][C:7]=1[O:18][C:19]1[CH:26]=[CH:25][C:22]([C:23]#[N:24])=[CH:21][CH:20]=1.[C:27]([N:34]1[CH2:40][CH2:39][CH2:38][C@H:35]1[CH:36]=O)([O:29][C:30]([CH3:33])([CH3:32])[CH3:31])=[O:28]. Product: [C:30]([O:29][C:27]([N:34]1[CH2:40][CH2:39][CH2:38][C@H:35]1[CH2:36][NH:5][C:6]1[CH:11]=[CH:10][C:9]([C:12]2[CH:13]=[CH:14][CH:15]=[CH:16][CH:17]=2)=[CH:8][C:7]=1[O:18][C:19]1[CH:20]=[CH:21][C:22]([C:23]#[N:24])=[CH:25][CH:26]=1)=[O:28])([CH3:33])([CH3:31])[CH3:32]. The catalyst class is: 467. (5) Reactant: Cl[C:2]1[C:7]2[C:8](=[O:31])[N:9]([C:13]3[CH:18]=[CH:17][C:16]([N:19]4[CH:23]=[CH:22][N:21]([CH2:24][C:25]([O:27][CH2:28][CH3:29])=[O:26])[C:20]4=[O:30])=[CH:15][CH:14]=3)[CH2:10][CH2:11][O:12][C:6]=2[N:5]=[CH:4][N:3]=1.[NH3:32]. Product: [NH2:32][C:2]1[C:7]2[C:8](=[O:31])[N:9]([C:13]3[CH:18]=[CH:17][C:16]([N:19]4[CH:23]=[CH:22][N:21]([CH2:24][C:25]([O:27][CH2:28][CH3:29])=[O:26])[C:20]4=[O:30])=[CH:15][CH:14]=3)[CH2:10][CH2:11][O:12][C:6]=2[N:5]=[CH:4][N:3]=1. The catalyst class is: 12. (6) Reactant: [N:1]([CH2:4][C:5]([F:27])([F:26])[CH2:6][N:7]1[C:15]2[C:10](=[CH:11][CH:12]=[C:13]([C:16]([O:18][CH2:19][CH3:20])=[O:17])[CH:14]=2)[CH:9]=[C:8]1[C:21]([O:23][CH2:24][CH3:25])=[O:22])=[N+]=[N-]. Product: [NH2:1][CH2:4][C:5]([F:27])([F:26])[CH2:6][N:7]1[C:15]2[C:10](=[CH:11][CH:12]=[C:13]([C:16]([O:18][CH2:19][CH3:20])=[O:17])[CH:14]=2)[CH:9]=[C:8]1[C:21]([O:23][CH2:24][CH3:25])=[O:22]. The catalyst class is: 687. (7) Reactant: C([O:8][C:9]1[CH:14]=[CH:13][N:12]=[C:11]([NH:15][C:16]2[CH:21]=[CH:20][C:19]([C:22]3[N:23]=[C:24]([N:34]4[CH2:39][CH2:38][O:37][CH2:36][C@@H:35]4[CH3:40])[C:25]4[CH2:31][CH2:30][N:29]([CH2:32][CH3:33])[CH2:28][C:26]=4[N:27]=3)=[CH:18][CH:17]=2)[N:10]=1)C1C=CC=CC=1.CO.C(O)(=O)C.O1CCCC1. Product: [CH2:32]([N:29]1[CH2:30][CH2:31][C:25]2[C:24]([N:34]3[CH2:39][CH2:38][O:37][CH2:36][C@@H:35]3[CH3:40])=[N:23][C:22]([C:19]3[CH:18]=[CH:17][C:16]([NH:15][C:11]4[NH:10][C:9](=[O:8])[CH:14]=[CH:13][N:12]=4)=[CH:21][CH:20]=3)=[N:27][C:26]=2[CH2:28]1)[CH3:33]. The catalyst class is: 723.